This data is from Drug-target binding data from BindingDB using Ki measurements. The task is: Regression. Given a target protein amino acid sequence and a drug SMILES string, predict the binding affinity score between them. We predict pKi (pKi = -log10(Ki in M); higher means stronger inhibition). Dataset: bindingdb_ki. (1) The small molecule is O=c1ccn(C2O[C@H](COP(=O)(O)O)[C@@H](O)[C@@H]2O)c(=O)[nH]1. The target protein sequence is MKQYLELMQKVLDEGTQKNDRTGTGTLSIFGHQMRFNLQDGFPLVTTKRCHLRSIIHELLWFLQGDTNIAYLHENNVTIWDEWADENGDLGPVYGKQWRAWPTPDGRHIDQITTVLNQLKNDPDSRRIIVSAWNVGELDKMALAPCHAFFQFYVADGKLSCQLYQRSCDVFLGLPFNIASYALLVHMMAQQCDLEVGDFVWIGGDTHLYSNHMDQTHLQLSREPRPLPKLIIKRKPESIFDYRFEDFEIEGYDPHPGIKAPVAI. The pKi is 4.5. (2) The target protein sequence is MVRPLNCIVAVSQNMGIGKNGDLPWPPLRNEFKYFQRMTTTSSVEGKQNLVIMGRKTWFSIPEKNRPLKDRINIVLSRELKEPPRGAHFLAKSLDDALRLIEQPELASKVDMVWIVGGSSVYQEAMNQPGHLRLFVTRIMQEFESDTFFPEIDLGKYKLLPEYPGVLSEVQEEKGIKYKFEVYEKKD. The pKi is 8.3. The drug is CN(Cc1cnc2nc(N)nc(N)c2n1)c1ccc(C(=O)NC(CNC(=O)NC(CCC(=O)O)C(=O)O)C(=O)O)cc1.